Dataset: hERG Central: cardiac toxicity at 1µM, 10µM, and general inhibition. Task: Predict hERG channel inhibition at various concentrations. (1) The molecule is O=[N+]([O-])c1ccc2c(OCc3nnc(-c4ccccc4Br)o3)ncnc2c1. Results: hERG_inhib (hERG inhibition (general)): blocker. (2) The molecule is CC1CCCCN1Cc1c(O)ccc2c(=O)c(-c3nc4ccccc4s3)c(N)oc12. Results: hERG_inhib (hERG inhibition (general)): blocker. (3) The compound is COc1ccccc1NC(=O)CSc1nc2nccnc2c(=O)n1Cc1cccs1. Results: hERG_inhib (hERG inhibition (general)): blocker. (4) Results: hERG_inhib (hERG inhibition (general)): blocker. The drug is COc1ccc(C(=O)C2CCCN(Cc3c[nH]c4ccccc34)C2)c(OC)c1. (5) The drug is COc1ccc(C(=O)C2CCCN(Cc3ccc(C)s3)C2)cc1OC. Results: hERG_inhib (hERG inhibition (general)): blocker. (6) The drug is COc1ccc(CN2CCCC(N3CCc4ccccc4C3)C2)c(O)c1. Results: hERG_inhib (hERG inhibition (general)): blocker.